Dataset: Catalyst prediction with 721,799 reactions and 888 catalyst types from USPTO. Task: Predict which catalyst facilitates the given reaction. (1) Reactant: [CH3:1][CH:2]([CH3:15])[CH2:3][C@H:4]([NH:7][C:8](=[O:14])[O:9][C:10]([CH3:13])([CH3:12])[CH3:11])[CH:5]=[O:6].[CH3:16][Mg]Br. Product: [OH:6][CH:5]([C@@H:4]([NH:7][C:8](=[O:14])[O:9][C:10]([CH3:13])([CH3:12])[CH3:11])[CH2:3][CH:2]([CH3:15])[CH3:1])[CH3:16]. The catalyst class is: 27. (2) Reactant: C1N=CN([C:6]([N:8]2C=[N:11][CH:10]=[CH:9]2)=[S:7])C=1.N1C=CN=C1.[CH2:18]([O:20][C:21]([C:23]1[C:28]([O:29][CH2:30][CH3:31])=[C:27]([N:32]2[CH2:37][CH2:36][O:35][CH2:34][CH2:33]2)[N:26]=[C:25]([C:38]2[CH:43]=[CH:42][C:41]([NH2:44])=[CH:40][CH:39]=2)[N:24]=1)=[O:22])[CH3:19].[C:45]1(N)[C:46](N)=CC=[CH:49][CH:50]=1. Product: [CH2:18]([O:20][C:21]([C:23]1[C:28]([O:29][CH2:30][CH3:31])=[C:27]([N:32]2[CH2:33][CH2:34][O:35][CH2:36][CH2:37]2)[N:26]=[C:25]([C:38]2[CH:39]=[CH:40][C:41]([NH:44][C:6]([NH:8][C:9]3[CH:49]=[CH:50][CH:45]=[CH:46][C:10]=3[NH2:11])=[S:7])=[CH:42][CH:43]=2)[N:24]=1)=[O:22])[CH3:19]. The catalyst class is: 23. (3) Reactant: [CH2:1]([C:4]1[N:5]([CH2:17][CH2:18][C:19]([O:21]CC)=O)[C:6]2[C:15]3[CH:14]=[CH:13][CH:12]=[CH:11][C:10]=3[N:9]=[CH:8][C:7]=2[N:16]=1)[CH2:2][CH3:3].C1COCC1.[CH3:29][NH2:30]. Product: [CH3:29][NH:30][C:19](=[O:21])[CH2:18][CH2:17][N:5]1[C:6]2[C:15]3[CH:14]=[CH:13][CH:12]=[CH:11][C:10]=3[N:9]=[CH:8][C:7]=2[N:16]=[C:4]1[CH2:1][CH2:2][CH3:3]. The catalyst class is: 6. (4) Reactant: [C:1]([C:5]1[CH:9]=[C:8]([NH:10][C:11]([NH:13][C:14]2[C:23]3[C:18](=[CH:19][CH:20]=[CH:21][CH:22]=3)[C:17]([O:24][C:25]3[CH:30]=[CH:29][N:28]=[C:27](Cl)[N:26]=3)=[CH:16][CH:15]=2)=[O:12])[N:7]([C:32]2[CH:37]=[CH:36][CH:35]=[C:34]([CH2:38][P:39]([CH3:42])([CH3:41])=[O:40])[CH:33]=2)[N:6]=1)([CH3:4])([CH3:3])[CH3:2].[NH2:43][C:44]1[CH:45]=[C:46]([CH:58]=[C:59]([O:61][CH3:62])[CH:60]=1)[C:47]([NH:49][CH2:50][CH2:51][N:52]1[CH2:57][CH2:56][O:55][CH2:54][CH2:53]1)=[O:48]. The catalyst class is: 118. Product: [C:1]([C:5]1[CH:9]=[C:8]([NH:10][C:11](=[O:12])[NH:13][C:14]2[C:23]3[C:18](=[CH:19][CH:20]=[CH:21][CH:22]=3)[C:17]([O:24][C:25]3[CH:30]=[CH:29][N:28]=[C:27]([NH:43][C:44]4[CH:45]=[C:46]([CH:58]=[C:59]([O:61][CH3:62])[CH:60]=4)[C:47]([NH:49][CH2:50][CH2:51][N:52]4[CH2:57][CH2:56][O:55][CH2:54][CH2:53]4)=[O:48])[N:26]=3)=[CH:16][CH:15]=2)[N:7]([C:32]2[CH:37]=[CH:36][CH:35]=[C:34]([CH2:38][P:39]([CH3:42])([CH3:41])=[O:40])[CH:33]=2)[N:6]=1)([CH3:4])([CH3:3])[CH3:2]. (5) Reactant: [Cl:1][C:2]1[CH:10]=[C:9]2[C:5]([C:6]([CH2:18][C:19]3[CH:24]=[CH:23][CH:22]=[C:21]([Cl:25])[CH:20]=3)([CH:12]3[CH2:17][CH2:16][CH2:15][NH:14][CH2:13]3)[C:7](=[O:11])[NH:8]2)=[CH:4][CH:3]=1.C(N(CC)CC)C.[N:33]([C:36]1[CH:41]=[CH:40][C:39]([O:42][C:43]([F:46])([F:45])[F:44])=[CH:38][CH:37]=1)=[C:34]=[O:35]. Product: [F:44][C:43]([F:45])([F:46])[O:42][C:39]1[CH:38]=[CH:37][C:36]([NH:33][C:34]([N:14]2[CH2:15][CH2:16][CH2:17][CH:12]([C:6]3([CH2:18][C:19]4[CH:24]=[CH:23][CH:22]=[C:21]([Cl:25])[CH:20]=4)[C:5]4[C:9](=[CH:10][C:2]([Cl:1])=[CH:3][CH:4]=4)[NH:8][C:7]3=[O:11])[CH2:13]2)=[O:35])=[CH:41][CH:40]=1. The catalyst class is: 4. (6) Reactant: [Cl:1][C:2]1[CH:7]=[C:6]([Cl:8])[CH:5]=[CH:4][C:3]=1[C:9]1[C:10]2[N:11]([C:15]([CH:20]([OH:22])[CH3:21])=[C:16]([CH2:18][CH3:19])[N:17]=2)[CH:12]=[CH:13][N:14]=1.[CH2:23]([Mg]Cl)[CH2:24]C.C(OCC)C.CO.C(Cl)Cl. Product: [Cl:1][C:2]1[CH:7]=[C:6]([Cl:8])[CH:5]=[CH:4][C:3]=1[C:9]1[C:10]2[N:11]([C:15]([C:20](=[O:22])[CH2:21][CH2:23][CH3:24])=[C:16]([CH2:18][CH3:19])[N:17]=2)[CH:12]=[CH:13][N:14]=1. The catalyst class is: 1. (7) Reactant: [F:1][C:2]([CH3:28])([CH3:27])[CH2:3][N:4]1[CH2:9][CH2:8][CH:7]([CH2:10][O:11][C:12]2[CH:13]=[CH:14][C:15]([C:18]3[CH:26]=[CH:25][C:21]([C:22](O)=[O:23])=[CH:20][CH:19]=3)=[N:16][CH:17]=2)[CH2:6][CH2:5]1.[NH:29]1[CH2:33][CH2:32][CH2:31][C@H:30]1[C:34]([NH2:36])=[O:35].F[P-](F)(F)(F)(F)F.N1(O[P+](N(C)C)(N(C)C)N(C)C)C2C=CC=CC=2N=N1.O. Product: [F:1][C:2]([CH3:27])([CH3:28])[CH2:3][N:4]1[CH2:9][CH2:8][CH:7]([CH2:10][O:11][C:12]2[CH:13]=[CH:14][C:15]([C:18]3[CH:26]=[CH:25][C:21]([C:22]([N:29]4[CH2:33][CH2:32][CH2:31][C@H:30]4[C:34]([NH2:36])=[O:35])=[O:23])=[CH:20][CH:19]=3)=[N:16][CH:17]=2)[CH2:6][CH2:5]1. The catalyst class is: 3. (8) Reactant: [CH2:1]([O:9][C:10]1[CH:15]=[CH:14][C:13]([CH:16]2[CH2:21][CH2:20][CH2:19][NH:18][CH2:17]2)=[CH:12][CH:11]=1)[CH2:2][CH2:3][CH2:4][CH2:5][CH2:6][CH2:7][CH3:8].C([O-])([O-])=O.[Cs+].[Cs+].Br[CH2:29][CH2:30][CH2:31][C:32]([O:34][CH2:35][CH3:36])=[O:33]. Product: [CH2:1]([O:9][C:10]1[CH:11]=[CH:12][C:13]([CH:16]2[CH2:21][CH2:20][CH2:19][N:18]([CH2:29][CH2:30][CH2:31][C:32]([O:34][CH2:35][CH3:36])=[O:33])[CH2:17]2)=[CH:14][CH:15]=1)[CH2:2][CH2:3][CH2:4][CH2:5][CH2:6][CH2:7][CH3:8]. The catalyst class is: 23.